This data is from Forward reaction prediction with 1.9M reactions from USPTO patents (1976-2016). The task is: Predict the product of the given reaction. (1) Given the reactants [CH:1]([S:4]([O-:6])=[O:5])([CH3:3])[CH3:2].[Na+].CN1CCCC1=O.Cl[C:16]1[C:21]([Cl:22])=[CH:20][CH:19]=[CH:18][C:17]=1[N+:23]([O-:25])=[O:24], predict the reaction product. The product is: [Cl:22][C:21]1[C:16]([S:4]([CH:1]([CH3:3])[CH3:2])(=[O:6])=[O:5])=[C:17]([N+:23]([O-:25])=[O:24])[CH:18]=[CH:19][CH:20]=1. (2) Given the reactants C(OP([CH2:9][C:10]#[N:11])(=O)OCC)C.[H-].[Na+].[C:14]1([CH:26]2[CH2:31][CH2:30][C:29](=O)[CH2:28][CH2:27]2)[N:15]=[N:16][N:17]2[C:22]=1[C:21]1[CH:23]=[CH:24][NH:25][C:20]=1[N:19]=[CH:18]2.O, predict the reaction product. The product is: [C:14]1([CH:26]2[CH2:31][CH2:30][C:29](=[CH:9][C:10]#[N:11])[CH2:28][CH2:27]2)[N:15]=[N:16][N:17]2[C:22]=1[C:21]1[CH:23]=[CH:24][NH:25][C:20]=1[N:19]=[CH:18]2. (3) Given the reactants [Br:1][C:2]1[S:3][C:4]([C:8]([OH:10])=O)=[C:5]([Br:7])[N:6]=1.F[P-](F)(F)(F)(F)F.[N:18]1(OC(N(C)C)=[N+](C)C)[C:22]2C=[CH:24][CH:25]=[CH:26][C:21]=2N=N1.N1CCCCC1.C(Cl)Cl.C(N(CC)CC)C, predict the reaction product. The product is: [Br:1][C:2]1[S:3][C:4]([C:8]([N:18]2[CH2:24][CH2:25][CH2:26][CH2:21][CH2:22]2)=[O:10])=[C:5]([Br:7])[N:6]=1. (4) Given the reactants [Cl:1][C:2]1[N:7]=[C:6]2[NH:8][N:9]=[C:10]([OH:11])[C:5]2=[C:4]([CH3:12])[CH:3]=1.[N:13]([C@@H:16]1[C:24]2[C:19](=[CH:20][CH:21]=[CH:22][CH:23]=2)[CH2:18][CH2:17]1)=[C:14]=[O:15], predict the reaction product. The product is: [C@@H:16]1([NH:13][C:14]([N:9]2[C:10](=[O:11])[C:5]3[C:6](=[N:7][C:2]([Cl:1])=[CH:3][C:4]=3[CH3:12])[NH:8]2)=[O:15])[C:24]2[C:19](=[CH:20][CH:21]=[CH:22][CH:23]=2)[CH2:18][CH2:17]1. (5) The product is: [C:1]([C:5]1[CH:10]=[CH:9][C:8]([S:11]([NH:14][C:15]2[CH:20]=[CH:19][C:18]([Cl:21])=[CH:17][C:16]=2[C:22]2[N:26]([C@H:27]3[CH2:31][CH2:30][N:29]([CH:33]([CH3:35])[CH3:32])[CH2:28]3)[CH:25]=[N:24][N:23]=2)(=[O:12])=[O:13])=[CH:7][CH:6]=1)([CH3:4])([CH3:2])[CH3:3]. Given the reactants [C:1]([C:5]1[CH:10]=[CH:9][C:8]([S:11]([NH:14][C:15]2[CH:20]=[CH:19][C:18]([Cl:21])=[CH:17][C:16]=2[C:22]2[N:26]([C@H:27]3[CH2:31][CH2:30][NH:29][CH2:28]3)[CH:25]=[N:24][N:23]=2)(=[O:13])=[O:12])=[CH:7][CH:6]=1)([CH3:4])([CH3:3])[CH3:2].[CH3:32][C:33]([CH3:35])=O.[BH3-]C#N.[Na+], predict the reaction product. (6) Given the reactants Br[C:2]1[C:10]2[CH2:9][CH2:8][N:7]([C:11]3[CH:16]=[CH:15][C:14]([N:17]4[CH:22]=[CH:21][CH:20]=[CH:19][C:18]4=[O:23])=[CH:13][CH:12]=3)[C:6](=[O:24])[C:5]=2[N:4]([C:25]2[CH:30]=[CH:29][C:28]([O:31][CH3:32])=[CH:27][CH:26]=2)[N:3]=1.[Li+].[Cl-].Cl.C1C[O:39][CH2:38][CH2:37]1, predict the reaction product. The product is: [C:38]([C:2]1[C:10]2[CH2:9][CH2:8][N:7]([C:11]3[CH:16]=[CH:15][C:14]([N:17]4[CH:22]=[CH:21][CH:20]=[CH:19][C:18]4=[O:23])=[CH:13][CH:12]=3)[C:6](=[O:24])[C:5]=2[N:4]([C:25]2[CH:30]=[CH:29][C:28]([O:31][CH3:32])=[CH:27][CH:26]=2)[N:3]=1)(=[O:39])[CH3:37]. (7) Given the reactants [CH:1]([O-:3])=O.[Na+].C(O)=O.[CH3:8][C@H:9]1[CH2:18][NH:17][C:16]2[C:11](=[CH:12][CH:13]=[C:14]([C:19]3[CH:24]=[CH:23][C:22]([S:25]([CH3:28])(=[O:27])=[O:26])=[CH:21][CH:20]=3)[CH:15]=2)[N:10]1[C:29](=[O:31])[CH3:30], predict the reaction product. The product is: [C:29]([N:10]1[C:11]2[C:16](=[CH:15][C:14]([C:19]3[CH:24]=[CH:23][C:22]([S:25]([CH3:28])(=[O:26])=[O:27])=[CH:21][CH:20]=3)=[CH:13][CH:12]=2)[N:17]([CH:1]=[O:3])[CH2:18][C@@H:9]1[CH3:8])(=[O:31])[CH3:30]. (8) Given the reactants C1(C)C=CC(C(C2C=CC(C)=CC=2)S(CC(N)=O)=[O:9])=CC=1.[Cl:22][C:23]1[CH:28]=[CH:27][C:26]([CH:29]([C:43]2[CH:48]=[CH:47][C:46]([Cl:49])=[CH:45][CH:44]=2)[S:30][CH2:31][CH2:32][NH:33][CH2:34][CH2:35][CH2:36][C:37]2[CH:42]=[CH:41][CH:40]=[CH:39][CH:38]=2)=[CH:25][CH:24]=1, predict the reaction product. The product is: [Cl:22][C:23]1[CH:24]=[CH:25][C:26]([CH:29]([C:43]2[CH:44]=[CH:45][C:46]([Cl:49])=[CH:47][CH:48]=2)[S:30]([CH2:31][CH2:32][NH:33][CH2:34][CH2:35][CH2:36][C:37]2[CH:42]=[CH:41][CH:40]=[CH:39][CH:38]=2)=[O:9])=[CH:27][CH:28]=1. (9) Given the reactants C([O:8][C:9]1[CH:14]=[CH:13][C:12]([N:15]2[C:19]3=[N:20][CH:21]=[CH:22][CH:23]=[C:18]3[N:17]([CH:24]3[CH2:26][CH2:25]3)[C:16]2=[O:27])=[CH:11][CH:10]=1)C1C=CC=CC=1, predict the reaction product. The product is: [CH:24]1([N:17]2[C:18]3[C:19](=[N:20][CH:21]=[CH:22][CH:23]=3)[N:15]([C:12]3[CH:13]=[CH:14][C:9]([OH:8])=[CH:10][CH:11]=3)[C:16]2=[O:27])[CH2:26][CH2:25]1.